This data is from Forward reaction prediction with 1.9M reactions from USPTO patents (1976-2016). The task is: Predict the product of the given reaction. (1) Given the reactants [Br:1][C:2]1[CH:14]=[CH:13][C:5]([O:6][CH2:7][CH2:8][NH:9][CH2:10][CH2:11][NH2:12])=[CH:4][CH:3]=1.[CH3:15][C:16]1([CH3:23])[C@@H:21]([OH:22])[C:19](=[O:20])[O:18][CH2:17]1, predict the reaction product. The product is: [Br:1][C:2]1[CH:3]=[CH:4][C:5]([O:6][CH2:7][CH2:8][NH:9][CH2:10][CH2:11][NH:12][C:19](=[O:20])[C@H:21]([OH:22])[C:16]([CH3:23])([CH3:15])[CH2:17][OH:18])=[CH:13][CH:14]=1. (2) Given the reactants [Br:1][C:2]1[C:3]([NH:32][CH2:33][C:34]2[CH:39]=[CH:38][CH:37]=[C:36]([O:40][CH3:41])[CH:35]=2)=[C:4]([NH:25][S:26]([CH2:29][CH2:30][CH3:31])(=[O:28])=[O:27])[CH:5]=[C:6]([CH:8]2[C:17]3[C:16](=[O:18])[CH2:15][CH:14]([CH2:19][CH2:20][CH3:21])[CH2:13][C:12]=3[NH:11][C:10]([CH3:22])=[C:9]2[C:23]#[N:24])[CH:7]=1.[C:42](OC(=O)C)(=[O:44])[CH3:43], predict the reaction product. The product is: [Br:1][C:2]1[CH:7]=[C:6]([CH:8]2[C:17]3[C:16](=[O:18])[CH2:15][CH:14]([CH2:19][CH2:20][CH3:21])[CH2:13][C:12]=3[NH:11][C:10]([CH3:22])=[C:9]2[C:23]#[N:24])[CH:5]=[C:4]([NH:25][S:26]([CH2:29][CH2:30][CH3:31])(=[O:27])=[O:28])[C:3]=1[N:32]([CH2:33][C:34]1[CH:39]=[CH:38][CH:37]=[C:36]([O:40][CH3:41])[CH:35]=1)[C:42](=[O:44])[CH3:43]. (3) Given the reactants Cl.C(OC(=O)[NH:8][CH:9]([C:12]([C:14]1[O:15][C:16]2[CH:22]=[CH:21][CH:20]=[CH:19][C:17]=2[N:18]=1)=[O:13])[CH2:10][CH3:11])(C)(C)C, predict the reaction product. The product is: [NH2:8][CH:9]([CH2:10][CH3:11])[C:12]([C:14]1[O:15][C:16]2[CH:22]=[CH:21][CH:20]=[CH:19][C:17]=2[N:18]=1)=[O:13]. (4) Given the reactants Br[C:2]1[CH:3]=[C:4]([CH2:10][NH:11][C:12]2[CH:30]=[CH:29][CH:28]=[CH:27][C:13]=2[C:14]([NH:16][C:17]2[CH:22]=[CH:21][CH:20]=[C:19]([C:23]([F:26])([F:25])[F:24])[CH:18]=2)=[O:15])[CH:5]=[N:6][C:7]=1[O:8][CH3:9].[CH2:31]([Sn](C1C=CC=CC=1)(C1C=CC=CC=1)C1C=CC=CC=1)[CH:32]=[CH2:33], predict the reaction product. The product is: [CH2:33]([C:2]1[CH:3]=[C:4]([CH2:10][NH:11][C:12]2[CH:30]=[CH:29][CH:28]=[CH:27][C:13]=2[C:14]([NH:16][C:17]2[CH:22]=[CH:21][CH:20]=[C:19]([C:23]([F:25])([F:26])[F:24])[CH:18]=2)=[O:15])[CH:5]=[N:6][C:7]=1[O:8][CH3:9])[CH:32]=[CH2:31]. (5) Given the reactants [O:1]([CH2:8][CH2:9][CH2:10]Br)[C:2]1[CH:7]=[CH:6][CH:5]=[CH:4][CH:3]=1.[C:12]([O-:15])(=[S:14])[CH3:13].[K+], predict the reaction product. The product is: [O:1]([CH2:8][CH2:9][CH2:10][S:14][C:12](=[O:15])[CH3:13])[C:2]1[CH:7]=[CH:6][CH:5]=[CH:4][CH:3]=1. (6) Given the reactants C[Al](C)C.[CH2:5]([NH:9][CH2:10][CH2:11][CH2:12][CH3:13])[CH2:6][CH2:7][CH3:8].C([O:16][C:17]([C:19]([CH3:67])([O:21][C:22]1[CH:27]=[CH:26][C:25]([C:28]2[N:33]=[C:32]([C:34]3[CH:39]=[CH:38][C:37]([O:40][C:41]([CH3:48])([C:43]([O:45]CC)=O)[CH3:42])=[CH:36][C:35]=3[OH:49])[N:31]=[C:30]([C:50]3[CH:55]=[CH:54][C:53]([O:56][C:57]([CH3:64])([C:59]([O:61]CC)=O)[CH3:58])=[CH:52][C:51]=3[OH:65])[N:29]=2)=[C:24]([OH:66])[CH:23]=1)[CH3:20])=O)C.C1(C)C(C)=[CH:70][CH:71]=[CH:72][CH:73]=1, predict the reaction product. The product is: [CH2:5]([N:9]([CH2:10][CH2:11][CH2:12][CH3:13])[C:43]([C:41]([CH3:48])([O:40][C:37]1[CH:38]=[CH:39][C:34]([C:32]2[N:31]=[C:30]([C:50]3[CH:55]=[CH:54][C:53]([O:56][C:57]([CH3:64])([C:59]([N:29]([CH2:28][CH2:25][CH2:24][CH3:23])[CH2:30][CH2:50][CH2:51][CH3:52])=[O:61])[CH3:58])=[CH:52][C:51]=3[OH:65])[N:29]=[C:28]([C:25]3[CH:26]=[CH:27][C:22]([O:21][C:19]([CH3:67])([C:17]([N:31]([CH2:73][CH2:72][CH2:71][CH3:70])[CH2:32][CH2:34][CH2:35][CH3:36])=[O:16])[CH3:20])=[CH:23][C:24]=3[OH:66])[N:33]=2)=[C:35]([OH:49])[CH:36]=1)[CH3:42])=[O:45])[CH2:6][CH2:7][CH3:8]. (7) Given the reactants [NH2:1][C:2]1[C:7]2[N:8]([CH3:12])[C:9](=[O:11])[NH:10][C:6]=2[CH:5]=[CH:4][CH:3]=1.[CH3:13][C:14](=O)[CH2:15][CH2:16][C:17](=O)[CH3:18].C(=O)([O-])O.[Na+], predict the reaction product. The product is: [CH3:18][C:17]1[N:1]([C:2]2[C:7]3[N:8]([CH3:12])[C:9](=[O:11])[NH:10][C:6]=3[CH:5]=[CH:4][CH:3]=2)[C:14]([CH3:13])=[CH:15][CH:16]=1. (8) Given the reactants [O:1]=[S:2]1(=[O:21])[C:14]2[C:5](=[C:6]3[C:11](=[CH:12][CH:13]=2)[NH:10][CH:9]=[C:8]([C:15]([O:17][CH2:18][CH3:19])=[O:16])[C:7]3=O)[CH2:4][CH2:3]1.O=P(Cl)(Cl)[Cl:24].[OH-].[Na+], predict the reaction product. The product is: [Cl:24][C:7]1[C:6]2[C:11](=[CH:12][CH:13]=[C:14]3[S:2](=[O:21])(=[O:1])[CH2:3][CH2:4][C:5]3=2)[N:10]=[CH:9][C:8]=1[C:15]([O:17][CH2:18][CH3:19])=[O:16]. (9) Given the reactants [CH2:1]([C:3]([CH2:10][S:11][C:12]1[CH:17]=[CH:16][CH:15]=[CH:14][C:13]=1[CH:18]=O)([CH:6]=[CH:7][CH2:8][CH3:9])[CH:4]=O)[CH3:2].Cl.C(Cl)Cl, predict the reaction product. The product is: [CH2:6]([C:3]1([CH2:1][CH3:2])[CH:4]=[CH:18][C:13]2[CH:14]=[CH:15][CH:16]=[CH:17][C:12]=2[S:11][CH2:10]1)[CH2:7][CH2:8][CH3:9].